This data is from Full USPTO retrosynthesis dataset with 1.9M reactions from patents (1976-2016). The task is: Predict the reactants needed to synthesize the given product. (1) Given the product [CH3:1][O:2][C:3]([C:5]1[C:10]([NH2:11])=[N:9][CH:8]=[C:7]([CH:12]2[CH2:16][CH2:15][CH2:14][O:13]2)[N:6]=1)=[O:4], predict the reactants needed to synthesize it. The reactants are: [CH3:1][O:2][C:3]([C:5]1[C:10]([NH2:11])=[N:9][CH:8]=[C:7]([C:12]2[O:13][CH:14]=[CH:15][CH:16]=2)[N:6]=1)=[O:4]. (2) Given the product [CH2:13]([O:15][C:16](=[O:37])[CH2:17][O:18][CH2:19]/[CH:20]=[CH:21]\[CH2:22][N:23]1[C:28](=[O:29])[CH2:27][CH2:26][CH2:25][C@@H:24]1[CH2:30][OH:31])[CH3:14], predict the reactants needed to synthesize it. The reactants are: O.C1(C)C=CC(S(O)(=O)=O)=CC=1.[CH2:13]([O:15][C:16](=[O:37])[CH2:17][O:18][CH2:19]/[CH:20]=[CH:21]\[CH2:22][N:23]1[C:28](=[O:29])[CH2:27][CH2:26][CH2:25][C@@H:24]1[CH2:30][O:31]C(OCC)C)[CH3:14]. (3) Given the product [F:44][C:2]([F:1])([F:45])[C:3]1[CH:4]=[C:5]([CH:9]([C:34]2[CH:39]=[CH:38][CH:37]=[C:36]([C:40]([F:41])([F:42])[F:43])[CH:35]=2)[C:10]2[S:14][C:13]([C:15]([NH:17][C@@H:18]([CH2:23][CH2:24][CH2:25][NH:26][C:27]([O:29][C:30]([CH3:32])([CH3:33])[CH3:31])=[O:28])[C:19]([OH:21])=[O:20])=[O:16])=[CH:12][CH:11]=2)[CH:6]=[CH:7][CH:8]=1, predict the reactants needed to synthesize it. The reactants are: [F:1][C:2]([F:45])([F:44])[C:3]1[CH:4]=[C:5]([CH:9]([C:34]2[CH:39]=[CH:38][CH:37]=[C:36]([C:40]([F:43])([F:42])[F:41])[CH:35]=2)[C:10]2[S:14][C:13]([C:15]([NH:17][C@@H:18]([CH2:23][CH2:24][CH2:25][NH:26][C:27]([O:29][C:30]([CH3:33])([CH3:32])[CH3:31])=[O:28])[C:19]([O:21]C)=[O:20])=[O:16])=[CH:12][CH:11]=2)[CH:6]=[CH:7][CH:8]=1.